From a dataset of Catalyst prediction with 721,799 reactions and 888 catalyst types from USPTO. Predict which catalyst facilitates the given reaction. Reactant: C([O:4][C@@H:5]1[C@@H:27]([O:28]C(=O)C)[C@H:26]([O:32]C(=O)C)[C@@H:25]([CH2:36][O:37]C(=O)C)[O:24][C@H:6]1[O:7][C:8]1[CH:13]=[CH:12][CH:11]=[CH:10][C:9]=1[CH2:14][C:15]1[CH:20]=[CH:19][C:18]([C:21](=[O:23])[NH2:22])=[CH:17][CH:16]=1)(=O)C.C[O-].[Na+]. Product: [O:7]([C:8]1[CH:13]=[CH:12][CH:11]=[CH:10][C:9]=1[CH2:14][C:15]1[CH:20]=[CH:19][C:18]([C:21](=[O:23])[NH2:22])=[CH:17][CH:16]=1)[C@@H:6]1[O:24][C@H:25]([CH2:36][OH:37])[C@@H:26]([OH:32])[C@H:27]([OH:28])[C@H:5]1[OH:4]. The catalyst class is: 5.